This data is from Full USPTO retrosynthesis dataset with 1.9M reactions from patents (1976-2016). The task is: Predict the reactants needed to synthesize the given product. Given the product [CH3:14][C:6]1[C:5]2[C:4]([C:15]([NH:17][CH2:18][C:19]3[C:20](=[O:29])[NH:21][C:22]([CH3:28])=[CH:23][C:24]=3[CH2:25][CH2:26][CH3:27])=[O:16])=[CH:3][C:2]([C:38]3[CH:43]=[N:42][C:41]([N:44]4[CH2:45][CH2:46][NH:47][CH2:48][CH2:49]4)=[CH:40][CH:39]=3)=[CH:10][C:9]=2[N:8]([CH:11]([CH3:13])[CH3:12])[N:7]=1, predict the reactants needed to synthesize it. The reactants are: Br[C:2]1[CH:3]=[C:4]([C:15]([NH:17][CH2:18][C:19]2[C:20](=[O:29])[NH:21][C:22]([CH3:28])=[CH:23][C:24]=2[CH2:25][CH2:26][CH3:27])=[O:16])[C:5]2[C:6]([CH3:14])=[N:7][N:8]([CH:11]([CH3:13])[CH3:12])[C:9]=2[CH:10]=1.CC1(C)C(C)(C)OB([C:38]2[CH:39]=[CH:40][C:41]([N:44]3[CH2:49][CH2:48][NH:47][CH2:46][CH2:45]3)=[N:42][CH:43]=2)O1.